This data is from Full USPTO retrosynthesis dataset with 1.9M reactions from patents (1976-2016). The task is: Predict the reactants needed to synthesize the given product. Given the product [CH2:30]([O:1][C:2]1[CH:11]=[CH:10][C:5]([C:6]([O:8][CH3:9])=[O:7])=[CH:4][C:3]=1[CH2:12][N:13]1[CH2:14][CH2:15][O:16][CH2:17][CH2:18]1)[C:31]1[CH:36]=[CH:35][CH:34]=[CH:33][CH:32]=1, predict the reactants needed to synthesize it. The reactants are: [OH:1][C:2]1[CH:11]=[CH:10][C:5]([C:6]([O:8][CH3:9])=[O:7])=[CH:4][C:3]=1[CH2:12][N:13]1[CH2:18][CH2:17][O:16][CH2:15][CH2:14]1.C(=O)([O-])[O-].[K+].[K+].CN(C)C=O.[CH2:30](Br)[C:31]1[CH:36]=[CH:35][CH:34]=[CH:33][CH:32]=1.